Dataset: Full USPTO retrosynthesis dataset with 1.9M reactions from patents (1976-2016). Task: Predict the reactants needed to synthesize the given product. (1) Given the product [CH2:28]([N:30]1[C:34]([O:35][C:36]2[C:37]([NH:49][C:2]3[S:3][N:18]=[C:17]([C@H:15]4[C:14]([CH3:25])([CH3:26])[O:13][C:12]([CH3:11])([CH3:27])[O:16]4)[N:1]=3)=[N:38][CH:39]=[C:40]([S:42][C:43]3[CH:48]=[CH:47][CH:46]=[CH:45][N:44]=3)[CH:41]=2)=[CH:33][CH:32]=[N:31]1)[CH3:29], predict the reactants needed to synthesize it. The reactants are: [N-:1]=[C:2]=[S:3].[Na+].N1C=CC=CC=1.[CH3:11][C:12]1([CH3:27])[O:16][C@@H:15]([C:17](Cl)=[N:18]OS(C)(=O)=O)[C:14]([CH3:26])([CH3:25])[O:13]1.[CH2:28]([N:30]1[C:34]([O:35][C:36]2[C:37]([NH2:49])=[N:38][CH:39]=[C:40]([S:42][C:43]3[CH:48]=[CH:47][CH:46]=[CH:45][N:44]=3)[CH:41]=2)=[CH:33][CH:32]=[N:31]1)[CH3:29]. (2) Given the product [C:66]([O:65][CH2:64][CH:12]([C:6]1[N:5]([C:25]2[CH:30]=[CH:29][CH:28]=[CH:27][CH:26]=2)[C:4](=[O:31])[C:3]2[C:8](=[CH:9][CH:10]=[CH:11][CH:2]=2)[N:7]=1)[NH:15][C:16]1[N:24]=[CH:23][N:22]=[C:21]2[C:17]=1[N:18]=[CH:19][NH:20]2)([CH3:69])([CH3:68])[CH3:67], predict the reactants needed to synthesize it. The reactants are: C[C:2]1[CH:11]=[CH:10][CH:9]=[C:8]2[C:3]=1[C:4](=[O:31])[N:5]([C:25]1[CH:30]=[CH:29][CH:28]=[CH:27][CH:26]=1)[C:6]([CH:12]([NH:15][C:16]1[N:24]=[CH:23][N:22]=[C:21]3[C:17]=1[N:18]=[CH:19][NH:20]3)CC)=[N:7]2.NC1C=CC=C(Cl)C=1C(O)=O.NC1C=CC=C(C)C=1C(O)=O.O=C1CCC(=O)N1OC(=O)C(NC(OCC1C=CC=CC=1)=O)[CH2:64][O:65][C:66]([CH3:69])([CH3:68])[CH3:67].O=C1CCC(=O)N1OC(=O)C(NC(OCC1C=CC=CC=1)=O)CC. (3) Given the product [Cl:1][C:2]1[CH:21]=[CH:20][C:5]([CH2:6][NH:7][C:8]2[N:19]=[CH:18][CH:17]=[CH:16][C:9]=2[C:10]([NH:12][CH2:13][C:14]2[N:24]=[N:23][N:22]([CH2:25][C:26]3[CH:31]=[CH:30][CH:29]=[C:28]([O:32][C:33]4[CH:38]=[CH:37][CH:36]=[CH:35][CH:34]=4)[CH:27]=3)[CH:15]=2)=[O:11])=[CH:4][CH:3]=1, predict the reactants needed to synthesize it. The reactants are: [Cl:1][C:2]1[CH:21]=[CH:20][C:5]([CH2:6][NH:7][C:8]2[N:19]=[CH:18][CH:17]=[CH:16][C:9]=2[C:10]([NH:12][CH2:13][C:14]#[CH:15])=[O:11])=[CH:4][CH:3]=1.[N:22]([CH2:25][C:26]1[CH:31]=[CH:30][CH:29]=[C:28]([O:32][C:33]2[CH:38]=[CH:37][CH:36]=[CH:35][CH:34]=2)[CH:27]=1)=[N+:23]=[N-:24].O.O=C1O[C@H]([C@H](CO)O)C([O-])=C1O.[Na+]. (4) Given the product [CH3:1][C:2]1[CH:11]=[CH:10][C:5]([C:6]([O:8][CH3:9])=[O:7])=[CH:4][N+:3]=1[O-:20], predict the reactants needed to synthesize it. The reactants are: [CH3:1][C:2]1[CH:11]=[CH:10][C:5]([C:6]([O:8][CH3:9])=[O:7])=[CH:4][N:3]=1.ClC1C=CC=C(C(OO)=[O:20])C=1. (5) Given the product [P:50]([O:32][C@H:10]([C@@H:11]([NH:19][C:20](=[O:31])[CH2:21][O:22][C:23]1[C:24]([CH3:30])=[CH:25][CH:26]=[CH:27][C:28]=1[CH3:29])[CH2:12][C:13]1[CH:14]=[CH:15][CH:16]=[CH:17][CH:18]=1)[CH2:9][C@@H:8]([NH:33][C:34](=[O:46])[C@@H:35]([N:39]1[CH2:44][CH2:43][CH2:42][NH:41][C:40]1=[O:45])[CH:36]([CH3:38])[CH3:37])[CH2:1][C:2]1[CH:7]=[CH:6][CH:5]=[CH:4][CH:3]=1)([O:51][CH2:52][C:53]1[CH:54]=[CH:55][CH:56]=[CH:57][CH:58]=1)([O:59][CH2:60][C:61]1[CH:62]=[CH:63][CH:64]=[CH:65][CH:66]=1)=[O:82], predict the reactants needed to synthesize it. The reactants are: [CH2:1]([C@H:8]([NH:33][C:34](=[O:46])[C@@H:35]([N:39]1[CH2:44][CH2:43][CH2:42][NH:41][C:40]1=[O:45])[CH:36]([CH3:38])[CH3:37])[CH2:9][C@H:10]([OH:32])[C@@H:11]([NH:19][C:20](=[O:31])[CH2:21][O:22][C:23]1[C:28]([CH3:29])=[CH:27][CH:26]=[CH:25][C:24]=1[CH3:30])[CH2:12][C:13]1[CH:18]=[CH:17][CH:16]=[CH:15][CH:14]=1)[C:2]1[CH:7]=[CH:6][CH:5]=[CH:4][CH:3]=1.C(N(CC)[P:50]([O:59][CH2:60][C:61]1[CH:66]=[CH:65][CH:64]=[CH:63][CH:62]=1)[O:51][CH2:52][C:53]1[CH:58]=[CH:57][CH:56]=[CH:55][CH:54]=1)C.N1C=NN=N1.ClC1C=CC=C(C(OO)=[O:82])C=1. (6) Given the product [Cl:1][C:2]1[CH:7]=[CH:6][C:5]([C:8]2[CH:13]=[C:12]([C:14]([F:15])([F:17])[F:16])[N:11]3[N:18]=[CH:19][C:20]([C:21]#[C:22][C:25]4[S:26][C:27]([S:30]([NH2:33])(=[O:32])=[O:31])=[CH:28][N:29]=4)=[C:10]3[N:9]=2)=[CH:4][C:3]=1[CH3:23], predict the reactants needed to synthesize it. The reactants are: [Cl:1][C:2]1[CH:7]=[CH:6][C:5]([C:8]2[CH:13]=[C:12]([C:14]([F:17])([F:16])[F:15])[N:11]3[N:18]=[CH:19][C:20]([C:21]#[CH:22])=[C:10]3[N:9]=2)=[CH:4][C:3]=1[CH3:23].Cl[C:25]1[S:26][C:27]([S:30]([NH2:33])(=[O:32])=[O:31])=[CH:28][N:29]=1.